Regression. Given two drug SMILES strings and cell line genomic features, predict the synergy score measuring deviation from expected non-interaction effect. From a dataset of NCI-60 drug combinations with 297,098 pairs across 59 cell lines. (1) Drug 1: C1CN1C2=NC(=NC(=N2)N3CC3)N4CC4. Drug 2: CS(=O)(=O)OCCCCOS(=O)(=O)C. Cell line: NCI-H226. Synergy scores: CSS=5.89, Synergy_ZIP=-0.740, Synergy_Bliss=1.97, Synergy_Loewe=-13.2, Synergy_HSA=-1.63. (2) Drug 1: CN(C)N=NC1=C(NC=N1)C(=O)N. Drug 2: C1C(C(OC1N2C=NC3=C(N=C(N=C32)Cl)N)CO)O. Cell line: KM12. Synergy scores: CSS=23.9, Synergy_ZIP=9.68, Synergy_Bliss=8.25, Synergy_Loewe=15.7, Synergy_HSA=15.2. (3) Drug 1: CC1=C(C(CCC1)(C)C)C=CC(=CC=CC(=CC(=O)O)C)C. Drug 2: C1CN(CCN1C(=O)CCBr)C(=O)CCBr. Cell line: HCT116. Synergy scores: CSS=17.0, Synergy_ZIP=0.0537, Synergy_Bliss=0.649, Synergy_Loewe=-3.48, Synergy_HSA=0.803. (4) Drug 1: C1C(C(OC1N2C=C(C(=O)NC2=O)F)CO)O. Drug 2: COCCOC1=C(C=C2C(=C1)C(=NC=N2)NC3=CC=CC(=C3)C#C)OCCOC.Cl. Cell line: NCIH23. Synergy scores: CSS=7.26, Synergy_ZIP=-1.43, Synergy_Bliss=1.67, Synergy_Loewe=1.61, Synergy_HSA=1.87. (5) Synergy scores: CSS=57.1, Synergy_ZIP=-5.59, Synergy_Bliss=-6.75, Synergy_Loewe=-5.55, Synergy_HSA=-3.96. Cell line: BT-549. Drug 1: CC12CCC3C(C1CCC2=O)CC(=C)C4=CC(=O)C=CC34C. Drug 2: COC1=CC(=CC(=C1O)OC)C2C3C(COC3=O)C(C4=CC5=C(C=C24)OCO5)OC6C(C(C7C(O6)COC(O7)C8=CC=CS8)O)O. (6) Drug 1: CC12CCC3C(C1CCC2=O)CC(=C)C4=CC(=O)C=CC34C. Drug 2: CC1=C(N=C(N=C1N)C(CC(=O)N)NCC(C(=O)N)N)C(=O)NC(C(C2=CN=CN2)OC3C(C(C(C(O3)CO)O)O)OC4C(C(C(C(O4)CO)O)OC(=O)N)O)C(=O)NC(C)C(C(C)C(=O)NC(C(C)O)C(=O)NCCC5=NC(=CS5)C6=NC(=CS6)C(=O)NCCC[S+](C)C)O. Cell line: OVCAR-8. Synergy scores: CSS=36.2, Synergy_ZIP=-1.92, Synergy_Bliss=-1.45, Synergy_Loewe=-6.02, Synergy_HSA=-1.21. (7) Drug 1: CCN(CC)CCCC(C)NC1=C2C=C(C=CC2=NC3=C1C=CC(=C3)Cl)OC. Drug 2: COCCOC1=C(C=C2C(=C1)C(=NC=N2)NC3=CC=CC(=C3)C#C)OCCOC.Cl. Cell line: EKVX. Synergy scores: CSS=19.6, Synergy_ZIP=-8.48, Synergy_Bliss=-5.09, Synergy_Loewe=-4.09, Synergy_HSA=-0.784. (8) Drug 1: C1=NC2=C(N1)C(=S)N=C(N2)N. Drug 2: C1C(C(OC1N2C=NC3=C(N=C(N=C32)Cl)N)CO)O. Cell line: DU-145. Synergy scores: CSS=26.3, Synergy_ZIP=-1.31, Synergy_Bliss=-4.41, Synergy_Loewe=-7.27, Synergy_HSA=-5.61. (9) Drug 1: CC(CN1CC(=O)NC(=O)C1)N2CC(=O)NC(=O)C2. Drug 2: CC(C)(C#N)C1=CC(=CC(=C1)CN2C=NC=N2)C(C)(C)C#N. Cell line: NCI-H226. Synergy scores: CSS=12.2, Synergy_ZIP=-3.45, Synergy_Bliss=0.945, Synergy_Loewe=1.93, Synergy_HSA=1.68. (10) Drug 1: CCC(=C(C1=CC=CC=C1)C2=CC=C(C=C2)OCCN(C)C)C3=CC=CC=C3.C(C(=O)O)C(CC(=O)O)(C(=O)O)O. Drug 2: C#CCC(CC1=CN=C2C(=N1)C(=NC(=N2)N)N)C3=CC=C(C=C3)C(=O)NC(CCC(=O)O)C(=O)O. Cell line: HL-60(TB). Synergy scores: CSS=84.1, Synergy_ZIP=1.01, Synergy_Bliss=-1.78, Synergy_Loewe=1.69, Synergy_HSA=3.70.